This data is from hERG Central: cardiac toxicity at 1µM, 10µM, and general inhibition. The task is: Predict hERG channel inhibition at various concentrations. (1) The compound is CC1CC(C)CN(CC(O)COCCOc2ccc(Br)cc2)C1.Cl. Results: hERG_inhib (hERG inhibition (general)): blocker. (2) The molecule is COc1ccc(-c2cc(C)no2)cc1S(=O)(=O)NCC1CCN(Cc2cc(C)ccc2C)CC1. Results: hERG_inhib (hERG inhibition (general)): blocker. (3) The compound is Cc1cccn2c(=O)c3cc(C(=O)NC4CCCC4)c(=N)n(C4CCCCC4)c3nc12. Results: hERG_inhib (hERG inhibition (general)): blocker. (4) The drug is Cc1cc(NCCCn2ccnc2)n2nc(-c3ccc(Cl)cc3)cc2n1. Results: hERG_inhib (hERG inhibition (general)): blocker. (5) The compound is CN(CCCCOc1ccc(F)cc1)Cc1ccccc1.O=C(O)C(=O)O. Results: hERG_inhib (hERG inhibition (general)): blocker. (6) Results: hERG_inhib (hERG inhibition (general)): blocker. The compound is O=C(Cc1csc(NC(=O)Nc2ccc(Cl)cc2)n1)NCc1cccnc1. (7) Results: hERG_inhib (hERG inhibition (general)): blocker. The molecule is Cc1ccc(C)c(COc2coc(CN3CCN(C(=O)c4ccco4)CC3)cc2=O)c1.